This data is from Full USPTO retrosynthesis dataset with 1.9M reactions from patents (1976-2016). The task is: Predict the reactants needed to synthesize the given product. Given the product [Cl:1][C:2]1[C:3]([F:24])=[C:4]([NH:9][C:10]2[C:19]3[C:14](=[CH:15][C:16]([O:27][CH2:26][CH3:25])=[C:17]([N+:20]([O-:22])=[O:21])[CH:18]=3)[N:13]=[CH:12][N:11]=2)[CH:5]=[CH:6][C:7]=1[Cl:8], predict the reactants needed to synthesize it. The reactants are: [Cl:1][C:2]1[C:3]([F:24])=[C:4]([NH:9][C:10]2[C:19]3[C:14](=[CH:15][C:16](F)=[C:17]([N+:20]([O-:22])=[O:21])[CH:18]=3)[N:13]=[CH:12][N:11]=2)[CH:5]=[CH:6][C:7]=1[Cl:8].[CH3:25][CH2:26][O-:27].[Na+].O.